Dataset: Full USPTO retrosynthesis dataset with 1.9M reactions from patents (1976-2016). Task: Predict the reactants needed to synthesize the given product. (1) Given the product [F:16][C:13]1[CH:12]=[CH:11][C:10]([N:8]2[CH2:9][C:5]([CH3:18])([C:3]([OH:4])=[O:2])[NH:6][C:7]2=[O:17])=[CH:15][CH:14]=1, predict the reactants needed to synthesize it. The reactants are: C[O:2][C:3]([C:5]1([CH3:18])[CH2:9][N:8]([C:10]2[CH:15]=[CH:14][C:13]([F:16])=[CH:12][CH:11]=2)[C:7](=[O:17])[NH:6]1)=[O:4].[OH-].[Na+].Cl. (2) Given the product [Cl:29][C:26]1[CH:25]=[CH:24][C:23]([CH2:22][C@@H:2]([NH:1][C:53]([CH2:52][CH:49]2[CH2:48][CH2:47][N:46]([C:39]([O:41][C:42]([CH3:45])([CH3:44])[CH3:43])=[O:40])[CH2:51][CH2:50]2)=[O:54])[C:3]([N:5]2[CH2:10][CH2:9][CH:8]([C:11]3[CH:16]=[CH:15][CH:14]=[CH:13][C:12]=3[NH:17][S:18]([CH3:21])(=[O:19])=[O:20])[CH2:7][CH2:6]2)=[O:4])=[CH:28][CH:27]=1, predict the reactants needed to synthesize it. The reactants are: [NH2:1][C@H:2]([CH2:22][C:23]1[CH:28]=[CH:27][C:26]([Cl:29])=[CH:25][CH:24]=1)[C:3]([N:5]1[CH2:10][CH2:9][CH:8]([C:11]2[CH:16]=[CH:15][CH:14]=[CH:13][C:12]=2[NH:17][S:18]([CH3:21])(=[O:20])=[O:19])[CH2:7][CH2:6]1)=[O:4].CCN(C(C)C)C(C)C.[C:39]([N:46]1[CH2:51][CH2:50][CH:49]([CH2:52][C:53](O)=[O:54])[CH2:48][CH2:47]1)([O:41][C:42]([CH3:45])([CH3:44])[CH3:43])=[O:40].C1C=NC2N(O)N=NC=2C=1.C(Cl)CCl. (3) Given the product [CH2:1]([O:8][C:9]1[C:14](=[O:15])[CH:13]=[C:12]([CH3:16])[NH:11][CH:10]=1)[C:2]1[CH:3]=[CH:4][CH:5]=[CH:6][CH:7]=1, predict the reactants needed to synthesize it. The reactants are: [CH2:1]([O:8][C:9]1[C:14](=[O:15])[CH:13]=[C:12]([CH3:16])[NH:11][C:10]=1C(O)=O)[C:2]1[CH:7]=[CH:6][CH:5]=[CH:4][CH:3]=1.